This data is from Full USPTO retrosynthesis dataset with 1.9M reactions from patents (1976-2016). The task is: Predict the reactants needed to synthesize the given product. (1) Given the product [NH2:26][C:27]1[C:40]2[C:39](=[O:41])[C:38]([C:42]([OH:44])=[O:43])=[CH:37][N:32]3[C@@H:33]([CH3:36])[CH2:34][O:35][C:30]([C:31]=23)=[C:29]([N:15]2[CH2:16][C@H:12]([C:9]3([NH2:8])[CH2:11][CH2:10]3)[C@H:13]([F:25])[CH2:14]2)[C:28]=1[F:46], predict the reactants needed to synthesize it. The reactants are: C(OC([NH:8][C:9]1([C@H:12]2[CH2:16][N:15]([C@H](C3C=CC=CC=3)C)[CH2:14][C@H:13]2[F:25])[CH2:11][CH2:10]1)=O)(C)(C)C.[NH2:26][C:27]1[C:40]2[C:39](=[O:41])[C:38]([C:42]([OH:44])=[O:43])=[CH:37][N:32]3[C@@H:33]([CH3:36])[CH2:34][O:35][C:30]([C:31]=23)=[C:29](F)[C:28]=1[F:46].C(N(CC)CC)C. (2) Given the product [CH3:149][CH:148]([CH2:147][N:146]([S:124]([C:123]1[CH:35]=[CH:34][C:11]([NH2:12])=[CH:10][CH:9]=1)(=[O:127])=[O:125])[CH2:145][C@@H:144]([OH:173])[C@@H:136]([NH:135][C:133]([O:134][C@@H:51]1[CH2:52][O:81][CH2:49][CH2:50]1)=[O:90])[CH2:137][C:138]1[CH:143]=[CH:142][CH:141]=[CH:140][CH:139]=1)[CH3:153], predict the reactants needed to synthesize it. The reactants are: C1C=CC(C[C@H]2N(CC3C=CC(CO)=CC=3)C(=O)[N:12](CC3C=CC(CO)=CC=3)[C@H:11]([CH2:34][C:35]3C=CC=CC=3)[C@H:10](O)[C@H:9]2O)=CC=1.C1C=CC([CH2:49][C@H:50]2N(CC3C=C(N)C=CC=3)C(=O)N(CC3C=CC=C(N)C=3)[C@H](CC3C=CC=CC=3)[C@H:52]([OH:81])[C@H:51]2O)=CC=1.CC1C([OH:90])=CC=CC=1C(N[C@H]([C@H](O)CN1[C@H](C(NC(C)(C)C)=O)C[C@H]2[C@H](CCCC2)C1)CSC1C=CC=CC=1)=O.[CH3:123][S:124]([OH:127])(=O)=[O:125].CC([C@H](NC(OC)=O)[C:133]([NH:135][C@H:136]([C@@H:144]([OH:173])[CH2:145][N:146](NC([C@@H](NC(OC)=O)C(C)(C)C)=O)[CH2:147][C:148]1[CH:149]=CC(C2C=CC=CN=2)=C[CH:153]=1)[CH2:137][C:138]1[CH:139]=[CH:140][CH:141]=[CH:142][CH:143]=1)=[O:134])(C)C.